This data is from Peptide-MHC class II binding affinity with 134,281 pairs from IEDB. The task is: Regression. Given a peptide amino acid sequence and an MHC pseudo amino acid sequence, predict their binding affinity value. This is MHC class II binding data. (1) The peptide sequence is FEVDQTKIQYVIRAQ. The MHC is HLA-DQA10201-DQB10303 with pseudo-sequence HLA-DQA10201-DQB10303. The binding affinity (normalized) is 0. (2) The peptide sequence is VDKCLELAEYLYNIIKNREG. The MHC is DRB1_0401 with pseudo-sequence DRB1_0401. The binding affinity (normalized) is 0. (3) The peptide sequence is EEWEPLTKKGNVWEV. The MHC is HLA-DQA10102-DQB10602 with pseudo-sequence HLA-DQA10102-DQB10602. The binding affinity (normalized) is 0.0154. (4) The peptide sequence is LLTKFVAAALHNIKC. The MHC is DRB1_0301 with pseudo-sequence DRB1_0301. The binding affinity (normalized) is 0.438. (5) The peptide sequence is TPESATPFPHRKGVL. The MHC is HLA-DQA10501-DQB10201 with pseudo-sequence HLA-DQA10501-DQB10201. The binding affinity (normalized) is 0. (6) The peptide sequence is QRAAEPWRDDQRSRS. The MHC is HLA-DQA10301-DQB10302 with pseudo-sequence HLA-DQA10301-DQB10302. The binding affinity (normalized) is 0.275.